The task is: Regression. Given two drug SMILES strings and cell line genomic features, predict the synergy score measuring deviation from expected non-interaction effect.. This data is from NCI-60 drug combinations with 297,098 pairs across 59 cell lines. (1) Drug 1: CC1=C(N=C(N=C1N)C(CC(=O)N)NCC(C(=O)N)N)C(=O)NC(C(C2=CN=CN2)OC3C(C(C(C(O3)CO)O)O)OC4C(C(C(C(O4)CO)O)OC(=O)N)O)C(=O)NC(C)C(C(C)C(=O)NC(C(C)O)C(=O)NCCC5=NC(=CS5)C6=NC(=CS6)C(=O)NCCC[S+](C)C)O. Drug 2: C1CC(=O)NC(=O)C1N2C(=O)C3=CC=CC=C3C2=O. Cell line: DU-145. Synergy scores: CSS=60.0, Synergy_ZIP=6.68, Synergy_Bliss=5.35, Synergy_Loewe=-31.9, Synergy_HSA=4.11. (2) Drug 1: CC1=C(C=C(C=C1)C(=O)NC2=CC(=CC(=C2)C(F)(F)F)N3C=C(N=C3)C)NC4=NC=CC(=N4)C5=CN=CC=C5. Drug 2: CNC(=O)C1=NC=CC(=C1)OC2=CC=C(C=C2)NC(=O)NC3=CC(=C(C=C3)Cl)C(F)(F)F. Cell line: SNB-75. Synergy scores: CSS=-0.222, Synergy_ZIP=-0.360, Synergy_Bliss=-0.877, Synergy_Loewe=0.0838, Synergy_HSA=-2.22. (3) Drug 1: C1=CC(=CC=C1CC(C(=O)O)N)N(CCCl)CCCl.Cl. Drug 2: CCCCCOC(=O)NC1=NC(=O)N(C=C1F)C2C(C(C(O2)C)O)O. Cell line: NCI/ADR-RES. Synergy scores: CSS=5.64, Synergy_ZIP=-2.30, Synergy_Bliss=-2.05, Synergy_Loewe=-5.93, Synergy_HSA=-3.93. (4) Drug 1: CCCCC(=O)OCC(=O)C1(CC(C2=C(C1)C(=C3C(=C2O)C(=O)C4=C(C3=O)C=CC=C4OC)O)OC5CC(C(C(O5)C)O)NC(=O)C(F)(F)F)O. Drug 2: CCC1(C2=C(COC1=O)C(=O)N3CC4=CC5=C(C=CC(=C5CN(C)C)O)N=C4C3=C2)O.Cl. Cell line: MDA-MB-435. Synergy scores: CSS=45.3, Synergy_ZIP=-2.30, Synergy_Bliss=1.24, Synergy_Loewe=-3.75, Synergy_HSA=1.29.